From a dataset of Full USPTO retrosynthesis dataset with 1.9M reactions from patents (1976-2016). Predict the reactants needed to synthesize the given product. (1) The reactants are: [NH2:1][C:2]1[C:13]([Cl:14])=[CH:12][CH:11]=[C:10]([Cl:15])[C:3]=1[C:4](N(OC)C)=[O:5].[CH2:16](OCC)C.Cl. Given the product [NH2:1][C:2]1[C:13]([Cl:14])=[CH:12][CH:11]=[C:10]([Cl:15])[C:3]=1[C:4](=[O:5])[CH3:16], predict the reactants needed to synthesize it. (2) Given the product [Cl:13][C:7]1[CH:8]=[C:9]([OH:12])[CH:10]=[C:11]2[C:6]=1[N:5]=[C:4]([C:14]1[CH:19]=[CH:18][C:17]([OH:20])=[C:16]([F:21])[CH:15]=1)[CH:3]=[C:2]2[C:27]1[CH:28]=[CH:29][C:24]([C:22]#[N:23])=[CH:25][CH:26]=1, predict the reactants needed to synthesize it. The reactants are: Br[C:2]1[C:11]2[C:6](=[C:7]([Cl:13])[CH:8]=[C:9]([OH:12])[CH:10]=2)[N:5]=[C:4]([C:14]2[CH:19]=[CH:18][C:17]([OH:20])=[C:16]([F:21])[CH:15]=2)[CH:3]=1.[C:22]([C:24]1[CH:29]=[CH:28][C:27](B(O)O)=[CH:26][CH:25]=1)#[N:23].